From a dataset of Catalyst prediction with 721,799 reactions and 888 catalyst types from USPTO. Predict which catalyst facilitates the given reaction. (1) Reactant: [C:1]([O:5][C:6]([N:8]([CH2:14][CH:15]=[O:16])[CH2:9][C:10](OC)=O)=[O:7])([CH3:4])([CH3:3])[CH3:2].Cl.[CH3:18][C:19]1([CH3:26])[CH2:24][CH2:23][CH2:22][CH:21]([NH2:25])[CH2:20]1.CCN(C(C)C)C(C)C.CC(O)=O. Product: [CH3:18][C:19]1([CH3:26])[CH2:24][CH2:23][CH2:22][CH:21]([N:25]2[CH2:10][CH2:9][N:8]([C:6]([O:5][C:1]([CH3:2])([CH3:3])[CH3:4])=[O:7])[CH2:14][C:15]2=[O:16])[CH2:20]1. The catalyst class is: 5. (2) Reactant: [OH:1][C:2]1[C:3]([CH3:15])=[C:4]2[C:9](=[CH:10][CH:11]=1)[CH:8]=[C:7](C(O)=O)[CH:6]=[CH:5]2.C[C@H]1[C@]2(O)[C@H]3[C@](O)(CC(COC(C)=O)=C[C@H]2[C@@H]2C(C)(C)[C@]2(O[C:44](CC2C=CC=CC=2)=[O:45])C1)C(=O)C(C)=C3.CC[N:55](CC)CC.[CH2:60]([OH:67])[C:61]1[CH:66]=[CH:65][CH:64]=[CH:63][CH:62]=1. Product: [CH2:60]([O:67][C:44](=[O:45])[NH:55][C:7]1[CH:6]=[CH:5][C:4]2[C:9](=[CH:10][CH:11]=[C:2]([OH:1])[C:3]=2[CH3:15])[CH:8]=1)[C:61]1[CH:66]=[CH:65][CH:64]=[CH:63][CH:62]=1. The catalyst class is: 11. (3) The catalyst class is: 1. Reactant: [CH3:1][N:2]([CH3:14])[C:3]([CH2:5]P(=O)(OCC)OCC)=[O:4].[H-].[Na+].[CH2:17]([O:29][CH2:30][C:31]([CH2:36][O:37][CH2:38][CH2:39][CH2:40][CH2:41][CH2:42][CH2:43][CH2:44][CH2:45][CH2:46][CH2:47][CH2:48][CH3:49])([CH:34]=O)[CH:32]=O)[CH2:18][CH2:19][CH2:20][CH2:21][CH2:22][CH2:23][CH2:24][CH2:25][CH2:26][CH2:27][CH3:28]. Product: [CH2:17]([O:29][CH2:30][C:31]([CH2:36][O:37][CH2:38][CH2:39][CH2:40][CH2:41][CH2:42][CH2:43][CH2:44][CH2:45][CH2:46][CH2:47][CH2:48][CH3:49])([CH:34]=[CH:5][C:3]([N:2]([CH3:1])[CH3:14])=[O:4])[CH:32]=[CH:5][C:3]([N:2]([CH3:14])[CH3:1])=[O:4])[CH2:18][CH2:19][CH2:20][CH2:21][CH2:22][CH2:23][CH2:24][CH2:25][CH2:26][CH2:27][CH3:28]. (4) Reactant: [C:1]([C:4]1[C:5]([O:22][CH3:23])=[C:6]([C:12]2[CH:17]=[CH:16][C:15]([C:18]([OH:20])=O)=[C:14]([F:21])[CH:13]=2)[C:7]([CH3:11])=[C:8]([Cl:10])[CH:9]=1)(=[O:3])[CH3:2].Cl.[NH:25]1[CH2:28][CH:27]([C:29]#[N:30])[CH2:26]1.F[P-](F)(F)(F)(F)F.N1(O[P+](N(C)C)(N(C)C)N(C)C)C2C=CC=CC=2N=N1.C(N(CC)C(C)C)(C)C. Product: [C:1]([C:4]1[C:5]([O:22][CH3:23])=[C:6]([C:12]2[CH:17]=[CH:16][C:15]([C:18]([N:25]3[CH2:28][CH:27]([C:29]#[N:30])[CH2:26]3)=[O:20])=[C:14]([F:21])[CH:13]=2)[C:7]([CH3:11])=[C:8]([Cl:10])[CH:9]=1)(=[O:3])[CH3:2]. The catalyst class is: 42. (5) Reactant: Cl.[F:2][C:3]1[CH:4]=[CH:5][C:6]2[N:7]([C:9]([C:12](=[NH:14])[NH2:13])=[CH:10][N:11]=2)[CH:8]=1.[C:15](OCC)(=[O:22])[CH2:16][C:17](OCC)=[O:18].[Na]. Product: [F:2][C:3]1[CH:4]=[CH:5][C:6]2[N:7]([C:9]([C:12]3[N:13]=[C:17]([OH:18])[CH:16]=[C:15]([OH:22])[N:14]=3)=[CH:10][N:11]=2)[CH:8]=1. The catalyst class is: 5.